This data is from Full USPTO retrosynthesis dataset with 1.9M reactions from patents (1976-2016). The task is: Predict the reactants needed to synthesize the given product. (1) Given the product [F:39][C:26]([F:25])([F:38])[O:27][C:28]1[CH:33]=[CH:32][C:31]([S:34]([NH:1][C:2]2[CH:3]=[CH:4][C:5]([N:8]3[C:16]4[C:11](=[CH:12][CH:13]=[CH:14][CH:15]=4)[CH:10]=[C:9]3[C:17]([OH:19])=[O:18])=[CH:6][CH:7]=2)(=[O:36])=[O:35])=[CH:30][CH:29]=1, predict the reactants needed to synthesize it. The reactants are: [NH2:1][C:2]1[CH:7]=[CH:6][C:5]([N:8]2[C:16]3[C:11](=[CH:12][CH:13]=[CH:14][CH:15]=3)[CH:10]=[C:9]2[C:17]([OH:19])=[O:18])=[CH:4][CH:3]=1.C(=O)(O)[O-].[Na+].[F:25][C:26]([F:39])([F:38])[O:27][C:28]1[CH:33]=[CH:32][C:31]([S:34](Cl)(=[O:36])=[O:35])=[CH:30][CH:29]=1. (2) Given the product [C:18]([CH2:17][N:14]1[CH2:15][CH2:16][N:8]([CH2:7][C:6]([OH:42])=[O:5])[CH2:9][CH2:10][N:11]([CH:25]([CH2:30][CH2:31][CH2:32][C:33]2[CH:34]=[CH:35][C:36]([N+:39]([O-:41])=[O:40])=[CH:37][CH:38]=2)[C:26]([OH:28])=[O:27])[CH2:12][CH2:13]1)([OH:24])=[O:19], predict the reactants needed to synthesize it. The reactants are: C([O:5][C:6](=[O:42])[CH2:7][N:8]1[CH2:16][CH2:15][N:14]([CH2:17][C:18](=[O:24])[O:19]C(C)(C)C)[CH2:13][CH2:12][N:11]([CH:25]([CH2:30][CH2:31][CH2:32][C:33]2[CH:38]=[CH:37][C:36]([N+:39]([O-:41])=[O:40])=[CH:35][CH:34]=2)[C:26]([O:28]C)=[O:27])[CH2:10][CH2:9]1)(C)(C)C.Cl. (3) Given the product [Cl:19][C:7]1[C:8]2[C:13](=[CH:12][CH:11]=[C:10]([O:14][CH3:15])[CH:9]=2)[C:4]([CH:1]2[CH2:3][CH2:2]2)=[N:5][N:6]=1, predict the reactants needed to synthesize it. The reactants are: [CH:1]1([C:4]2[C:13]3[C:8](=[CH:9][C:10]([O:14][CH3:15])=[CH:11][CH:12]=3)[C:7](=O)[NH:6][N:5]=2)[CH2:3][CH2:2]1.P(Cl)(Cl)([Cl:19])=O. (4) Given the product [C:1]([C:3]1([NH:6][C:7]([C@H:9]2[N:10]([C:15]([C:17]3([C:20]([F:23])([F:21])[F:22])[CH2:19][CH2:18]3)=[O:16])[CH2:11][C@@H:12]([O:14][S:30]([C:24]3[CH:29]=[CH:28][CH:27]=[CH:26][CH:25]=3)(=[O:32])=[O:31])[CH2:13]2)=[O:8])[CH2:4][CH2:5]1)#[N:2], predict the reactants needed to synthesize it. The reactants are: [C:1]([C:3]1([NH:6][C:7]([C@@H:9]2[CH2:13][C@H:12]([OH:14])[CH2:11][N:10]2[C:15]([C:17]2([C:20]([F:23])([F:22])[F:21])[CH2:19][CH2:18]2)=[O:16])=[O:8])[CH2:5][CH2:4]1)#[N:2].[C:24]1([S:30](Cl)(=[O:32])=[O:31])[CH:29]=[CH:28][CH:27]=[CH:26][CH:25]=1.C(N(CC)CC)C.O.